This data is from Peptide-MHC class I binding affinity with 185,985 pairs from IEDB/IMGT. The task is: Regression. Given a peptide amino acid sequence and an MHC pseudo amino acid sequence, predict their binding affinity value. This is MHC class I binding data. The peptide sequence is LTAGFLIFL. The MHC is HLA-B08:01 with pseudo-sequence HLA-B08:01. The binding affinity (normalized) is 0.